From a dataset of Forward reaction prediction with 1.9M reactions from USPTO patents (1976-2016). Predict the product of the given reaction. (1) Given the reactants [Br:1][C:2]1[C:11]([CH2:12][CH2:13][CH3:14])=[CH:10][C:9]2[C:4](=[CH:5][C:6]([F:17])=[C:7]([O:15][CH3:16])[CH:8]=2)[C:3]=1[OH:18].[CH3:19][O:20][CH2:21]Cl.C(N(C(C)C)CC)(C)C, predict the reaction product. The product is: [Br:1][C:2]1[C:11]([CH2:12][CH2:13][CH3:14])=[CH:10][C:9]2[C:4](=[CH:5][C:6]([F:17])=[C:7]([O:15][CH3:16])[CH:8]=2)[C:3]=1[O:18][CH2:19][O:20][CH3:21]. (2) Given the reactants [NH2:1][C@@H:2]1[CH2:7][CH2:6][C@H:5]([O:8][C:9]2[CH:10]=[C:11]3[C:16](=[CH:17][C:18]=2[Cl:19])[C:15](=[O:20])[NH:14][CH:13]=[CH:12]3)[CH2:4][CH2:3]1.[CH2:21]([O:23][C:24](=[O:27])[CH:25]=O)[CH3:22].C([BH3-])#N.[Na+], predict the reaction product. The product is: [CH2:21]([O:23][C:24](=[O:27])[CH2:25][NH:1][C@H:2]1[CH2:3][CH2:4][C@@H:5]([O:8][C:9]2[CH:10]=[C:11]3[C:16](=[CH:17][C:18]=2[Cl:19])[C:15](=[O:20])[NH:14][CH:13]=[CH:12]3)[CH2:6][CH2:7]1)[CH3:22]. (3) Given the reactants [CH:1]([N:4]=[C:5]=[O:6])([CH3:3])[CH3:2].[CH2:7]([N:14]1[CH2:21][CH:20]2[CH2:22][CH:16]([CH2:17][NH:18][CH2:19]2)[CH2:15]1)[C:8]1[CH:13]=[CH:12][CH:11]=[CH:10][CH:9]=1, predict the reaction product. The product is: [CH2:7]([N:14]1[CH2:15][CH:16]2[CH2:22][CH:20]([CH2:19][N:18]([C:5]([NH:4][CH:1]([CH3:3])[CH3:2])=[O:6])[CH2:17]2)[CH2:21]1)[C:8]1[CH:13]=[CH:12][CH:11]=[CH:10][CH:9]=1. (4) Given the reactants [CH2:1]([O:4][CH2:5][CH2:6][C@@H:7]([CH3:21])[CH2:8][C@H:9]([NH:13][C:14]([O:16][C:17]([CH3:20])([CH3:19])[CH3:18])=[O:15])[C:10]([OH:12])=[O:11])[CH:2]=[CH2:3].[C:22](=O)([O-])[O-].[K+].[K+].CI.O, predict the reaction product. The product is: [CH3:22][O:11][C:10](=[O:12])[C@@H:9]([NH:13][C:14]([O:16][C:17]([CH3:20])([CH3:19])[CH3:18])=[O:15])[CH2:8][C@H:7]([CH3:21])[CH2:6][CH2:5][O:4][CH2:1][CH:2]=[CH2:3].